This data is from NCI-60 drug combinations with 297,098 pairs across 59 cell lines. The task is: Regression. Given two drug SMILES strings and cell line genomic features, predict the synergy score measuring deviation from expected non-interaction effect. (1) Drug 1: CC1=C(C(=CC=C1)Cl)NC(=O)C2=CN=C(S2)NC3=CC(=NC(=N3)C)N4CCN(CC4)CCO. Drug 2: C(CC(=O)O)C(=O)CN.Cl. Cell line: NCI-H226. Synergy scores: CSS=11.1, Synergy_ZIP=-2.73, Synergy_Bliss=2.30, Synergy_Loewe=-0.0664, Synergy_HSA=2.84. (2) Drug 1: CC1=C(C=C(C=C1)NC(=O)C2=CC=C(C=C2)CN3CCN(CC3)C)NC4=NC=CC(=N4)C5=CN=CC=C5. Drug 2: C1=NC2=C(N=C(N=C2N1C3C(C(C(O3)CO)O)F)Cl)N. Cell line: HOP-62. Synergy scores: CSS=24.8, Synergy_ZIP=0.758, Synergy_Bliss=1.45, Synergy_Loewe=-21.1, Synergy_HSA=5.74. (3) Drug 1: C1=C(C(=O)NC(=O)N1)N(CCCl)CCCl. Drug 2: CC(C)(C#N)C1=CC(=CC(=C1)CN2C=NC=N2)C(C)(C)C#N. Cell line: KM12. Synergy scores: CSS=8.07, Synergy_ZIP=-3.77, Synergy_Bliss=-4.68, Synergy_Loewe=-0.950, Synergy_HSA=-1.07. (4) Drug 1: C1=CN(C(=O)N=C1N)C2C(C(C(O2)CO)O)O.Cl. Drug 2: CC1=C2C(C(=O)C3(C(CC4C(C3C(C(C2(C)C)(CC1OC(=O)C(C(C5=CC=CC=C5)NC(=O)OC(C)(C)C)O)O)OC(=O)C6=CC=CC=C6)(CO4)OC(=O)C)O)C)O. Cell line: RPMI-8226. Synergy scores: CSS=3.95, Synergy_ZIP=0.209, Synergy_Bliss=3.38, Synergy_Loewe=0.486, Synergy_HSA=0.933. (5) Drug 1: CC12CCC(CC1=CCC3C2CCC4(C3CC=C4C5=CN=CC=C5)C)O. Drug 2: B(C(CC(C)C)NC(=O)C(CC1=CC=CC=C1)NC(=O)C2=NC=CN=C2)(O)O. Cell line: CAKI-1. Synergy scores: CSS=-3.28, Synergy_ZIP=-2.40, Synergy_Bliss=-8.61, Synergy_Loewe=-5.39, Synergy_HSA=-6.83. (6) Synergy scores: CSS=58.0, Synergy_ZIP=0.496, Synergy_Bliss=-0.156, Synergy_Loewe=-31.4, Synergy_HSA=-0.0346. Drug 1: C1CN(P(=O)(OC1)NCCCl)CCCl. Cell line: CCRF-CEM. Drug 2: CC1CCCC2(C(O2)CC(NC(=O)CC(C(C(=O)C(C1O)C)(C)C)O)C(=CC3=CSC(=N3)C)C)C.